From a dataset of Catalyst prediction with 721,799 reactions and 888 catalyst types from USPTO. Predict which catalyst facilitates the given reaction. (1) Reactant: [NH2:1][C:2]1[CH:3]=[N:4][CH:5]=[CH:6][C:7]=1[C@H:8]1[CH2:13][C@@H:12]([NH:14][C:15](=[O:21])[O:16][C:17]([CH3:20])([CH3:19])[CH3:18])[C@@H:11]([O:22][CH2:23][CH2:24][S:25]([CH3:28])(=[O:27])=[O:26])[C@@H:10]([CH3:29])[CH2:9]1.[C:30](N1C=CN=C1)(N1C=CN=C1)=[S:31]. Product: [N:1]([C:2]1[CH:3]=[N:4][CH:5]=[CH:6][C:7]=1[C@H:8]1[CH2:13][C@@H:12]([NH:14][C:15](=[O:21])[O:16][C:17]([CH3:20])([CH3:19])[CH3:18])[C@@H:11]([O:22][CH2:23][CH2:24][S:25]([CH3:28])(=[O:27])=[O:26])[C@@H:10]([CH3:29])[CH2:9]1)=[C:30]=[S:31]. The catalyst class is: 7. (2) Reactant: [CH2:1]([O:8][C:9]1[C:14]2[NH:15][C:16](=[O:19])[CH2:17][O:18][C:13]=2[C:12]([C:20](=[O:26])[CH:21](OCC)O)=[CH:11][CH:10]=1)[C:2]1[CH:7]=[CH:6][CH:5]=[CH:4][CH:3]=1.[NH2:27][C:28]1([CH2:31][CH2:32][N:33]2[C:38]3[CH:39]=[CH:40][CH:41]=[CH:42][C:37]=3[C:36]([CH3:44])([CH3:43])[O:35][C:34]2=[O:45])[CH2:30][CH2:29]1.[BH4-].[Na+].C(O)(=O)C. Product: [CH2:1]([O:8][C:9]1[C:14]2[NH:15][C:16](=[O:19])[CH2:17][O:18][C:13]=2[C:12]([CH:20]([OH:26])[CH2:21][NH:27][C:28]2([CH2:31][CH2:32][N:33]3[C:38]4[CH:39]=[CH:40][CH:41]=[CH:42][C:37]=4[C:36]([CH3:43])([CH3:44])[O:35][C:34]3=[O:45])[CH2:30][CH2:29]2)=[CH:11][CH:10]=1)[C:2]1[CH:3]=[CH:4][CH:5]=[CH:6][CH:7]=1. The catalyst class is: 8. (3) Reactant: Br[C:2]1[CH:3]=[C:4]([CH:8]=[C:9]([OH:11])[CH:10]=1)[C:5]([OH:7])=[O:6].[C:12]([Cu])#[N:13].Cl. Product: [C:12]([C:2]1[CH:3]=[C:4]([CH:8]=[C:9]([OH:11])[CH:10]=1)[C:5]([OH:7])=[O:6])#[N:13]. The catalyst class is: 37. (4) Reactant: [F:1][C:2]1[CH:11]=[CH:10][C:5]([C:6]([O:8][CH3:9])=[O:7])=[C:4]([OH:12])[CH:3]=1.Cl.Cl[CH2:15][C:16]1[N:17]=[C:18]([NH2:21])[S:19][CH:20]=1.C([O-])([O-])=O.[Cs+].[Cs+].O. Product: [NH2:21][C:18]1[S:19][CH:20]=[C:16]([CH2:15][O:12][C:4]2[CH:3]=[C:2]([F:1])[CH:11]=[CH:10][C:5]=2[C:6]([O:8][CH3:9])=[O:7])[N:17]=1. The catalyst class is: 9. (5) Reactant: [Br:1][C:2]1[CH:3]=[C:4](F)[C:5]([C:8]#[N:9])=[N:6][CH:7]=1.[CH3:11][N:12]1[CH2:17][CH2:16][N:15]([C:18]2[CH:24]=[CH:23][C:21]([NH2:22])=[CH:20][CH:19]=2)[CH2:14][CH2:13]1.C(N(CC)CC)C.CC(C)([O-:35])C.[Na+]. Product: [Br:1][C:2]1[CH:3]=[C:4]([NH:22][C:21]2[CH:23]=[CH:24][C:18]([N:15]3[CH2:14][CH2:13][N:12]([CH3:11])[CH2:17][CH2:16]3)=[CH:19][CH:20]=2)[C:5]([C:8]([NH2:9])=[O:35])=[N:6][CH:7]=1. The catalyst class is: 107. (6) Reactant: [NH2:1][C:2]1[CH:3]=[C:4]([C:9]([N:11]2[CH2:17][C:16]3([CH3:19])[CH2:18][CH:12]2[CH2:13][C:14]([CH3:21])([CH3:20])[CH2:15]3)=[O:10])[CH:5]=[CH:6][C:7]=1[NH2:8].[CH:22]([CH:24]1[CH2:26][CH:25]1[C:27]([O:29][CH2:30][CH3:31])=[O:28])=O. Product: [CH2:30]([O:29][C:27]([CH:25]1[CH2:26][CH:24]1[C:22]1[NH:8][C:7]2[CH:6]=[CH:5][C:4]([C:9]([N:11]3[CH2:17][C:16]4([CH3:19])[CH2:18][CH:12]3[CH2:13][C:14]([CH3:21])([CH3:20])[CH2:15]4)=[O:10])=[CH:3][C:2]=2[N:1]=1)=[O:28])[CH3:31]. The catalyst class is: 37. (7) Reactant: [CH3:1][C:2]([S@:5](/[N:7]=[CH:8]/[C:9]1[N:13]([CH3:14])[CH:12]=[N:11][CH:10]=1)=[O:6])([CH3:4])[CH3:3].C1COCC1.[F:20][C:21]1[CH:22]=[C:23]([Mg]Br)[CH:24]=[CH:25][C:26]=1[O:27][CH3:28]. Product: [CH3:1][C:2]([S:5]([NH2:7])=[O:6])([CH3:4])[CH3:3].[F:20][C:21]1[CH:22]=[C:23]([C@@H:8]([C:9]2[N:13]([CH3:14])[CH:12]=[N:11][CH:10]=2)[NH:7][S@@:5]([C:2]([CH3:1])([CH3:3])[CH3:4])=[O:6])[CH:24]=[CH:25][C:26]=1[O:27][CH3:28]. The catalyst class is: 6.